From a dataset of Reaction yield outcomes from USPTO patents with 853,638 reactions. Predict the reaction yield, written as a fraction of the theoretical maximum amount of product (1.0 means a 100% yield; for example, 0.34 means a 34% yield). (1) The reactants are [NH2:1][C@@H:2]([CH:6]1[CH2:11][CH2:10][O:9][CH2:8][CH2:7]1)[C:3]([OH:5])=[O:4].C(=O)(O)[O-].[Na+].Cl[C:18]([O:20][CH3:21])=[O:19]. The catalyst is Cl. The product is [CH3:21][O:20][C:18]([NH:1][C@@H:2]([CH:6]1[CH2:7][CH2:8][O:9][CH2:10][CH2:11]1)[C:3]([OH:5])=[O:4])=[O:19]. The yield is 0.990. (2) The reactants are [CH:1]1([C:4]2[NH:5][C:6]3[C:11]([CH:12]=2)=[CH:10][C:9]([N+:13]([O-])=O)=[CH:8][CH:7]=3)[CH2:3][CH2:2]1. The catalyst is CO.[Ni]. The product is [CH:1]1([C:4]2[NH:5][C:6]3[C:11]([CH:12]=2)=[CH:10][C:9]([NH2:13])=[CH:8][CH:7]=3)[CH2:3][CH2:2]1. The yield is 0.560. (3) The reactants are [CH2:1]([O:8][C:9]([N:11]1[CH2:16][CH2:15][CH2:14][CH:13]([C:17]([OH:19])=O)[CH2:12]1)=[O:10])[C:2]1[CH:7]=[CH:6][CH:5]=[CH:4][CH:3]=1.Cl.[CH3:21][NH:22][O:23][CH3:24].C(N(CC)CC)C.ON1C2C=CC=CC=2N=N1.Cl.CN(C)CCCN=C=NCC. The catalyst is O1CCCC1.O. The product is [CH3:24][O:23][N:22]([CH3:21])[C:17]([CH:13]1[CH2:14][CH2:15][CH2:16][N:11]([C:9]([O:8][CH2:1][C:2]2[CH:3]=[CH:4][CH:5]=[CH:6][CH:7]=2)=[O:10])[CH2:12]1)=[O:19]. The yield is 0.870. (4) The reactants are [OH:1]/[N:2]=[C:3](\[C:10]#[N:11])/[C:4]1[CH:9]=[CH:8][CH:7]=[CH:6][CH:5]=1.[CH3:12][C:13]1[CH:18]=[CH:17][C:16]([S:19](Cl)(=[O:21])=[O:20])=[CH:15][CH:14]=1. The catalyst is C1(C)C=CC=CC=1.CCOC(C)=O. The product is [S:19]([O:1]/[N:2]=[C:3](\[C:10]#[N:11])/[C:4]1[CH:9]=[CH:8][CH:7]=[CH:6][CH:5]=1)([C:16]1[CH:17]=[CH:18][C:13]([CH3:12])=[CH:14][CH:15]=1)(=[O:21])=[O:20]. The yield is 0.604. (5) The catalyst is CC(C)=O. The product is [C:6]([C:5]1[CH:4]=[C:3]([CH:10]=[C:9]([C:11]([F:12])([F:13])[F:14])[CH:8]=1)[C:2]([OH:17])=[O:1])#[N:7]. The reactants are [OH:1][CH2:2][C:3]1[CH:4]=[C:5]([CH:8]=[C:9]([C:11]([F:14])([F:13])[F:12])[CH:10]=1)[C:6]#[N:7].CC(C)=[O:17].OS(O)(=O)=O.O=[Cr](=O)=O.O. The yield is 0.850. (6) The reactants are Cl[C:2]1[CH:3]=[C:4]([NH:10][C:11]2[CH:15]=[C:14]([CH3:16])[N:13]([CH3:17])[N:12]=2)[C:5](=[O:9])[N:6]([CH3:8])[N:7]=1.[C:18]([O:21][CH2:22][C:23]1[C:28]([N:29]2[N:38]=[CH:37][C:36]3[C:31](=[C:32]([F:43])[CH:33]=[C:34]([C:39]([CH3:42])([CH3:41])[CH3:40])[CH:35]=3)[C:30]2=[O:44])=[CH:27][CH:26]=[CH:25][C:24]=1[B-](F)(F)F)(=[O:20])[CH3:19].[K+].CC(C1C=C(C(C)C)C(C2C=CC=CC=2P(C2CCCCC2)C2CCCCC2)=C(C(C)C)C=1)C.[O-]P([O-])([O-])=O.[K+].[K+].[K+]. The catalyst is C1C=CC(/C=C/C(/C=C/C2C=CC=CC=2)=O)=CC=1.C1C=CC(/C=C/C(/C=C/C2C=CC=CC=2)=O)=CC=1.[Pd].O.C(O)CCC. The product is [C:18]([O:21][CH2:22][C:23]1[C:24]([C:2]2[CH:3]=[C:4]([NH:10][C:11]3[CH:15]=[C:14]([CH3:16])[N:13]([CH3:17])[N:12]=3)[C:5](=[O:9])[N:6]([CH3:8])[N:7]=2)=[CH:25][CH:26]=[CH:27][C:28]=1[N:29]1[N:38]=[CH:37][C:36]2[C:31](=[C:32]([F:43])[CH:33]=[C:34]([C:39]([CH3:41])([CH3:40])[CH3:42])[CH:35]=2)[C:30]1=[O:44])(=[O:20])[CH3:19]. The yield is 0.810. (7) The reactants are C[Si]([N-][Si](C)(C)C)(C)C.[Br:10][C:11]1[CH:12]=[C:13]([C:18]2[CH:23]=[C:22]([O:24][CH3:25])[N:21]=[CH:20][C:19]=2[NH2:26])[C:14](F)=[N:15][CH:16]=1. The catalyst is C1COCC1.O. The product is [CH3:25][O:24][C:22]1[N:21]=[CH:20][C:19]2[NH:26][C:14]3[N:15]=[CH:16][C:11]([Br:10])=[CH:12][C:13]=3[C:18]=2[CH:23]=1. The yield is 0.470.